Dataset: Full USPTO retrosynthesis dataset with 1.9M reactions from patents (1976-2016). Task: Predict the reactants needed to synthesize the given product. (1) Given the product [Cl:11][C:9]1[N:8]=[CH:7][C:6]2[CH2:2][C:3](=[O:12])[NH:4][C:5]=2[CH:10]=1, predict the reactants needed to synthesize it. The reactants are: Br[C:2]1(Br)[C:6]2[CH:7]=[N:8][C:9]([Cl:11])=[CH:10][C:5]=2[NH:4][C:3]1=[O:12]. (2) Given the product [Br:1][C:2]1[CH:3]=[C:4]([CH2:12][CH3:13])[C:5]([OH:11])=[C:6]([CH:10]=1)[C:7]([OH:9])=[O:8], predict the reactants needed to synthesize it. The reactants are: [Br:1][C:2]1[CH:3]=[C:4]([CH:12](O)[CH3:13])[C:5]([OH:11])=[C:6]([CH:10]=1)[C:7]([OH:9])=[O:8].C([SiH](CC)CC)C.